Dataset: Catalyst prediction with 721,799 reactions and 888 catalyst types from USPTO. Task: Predict which catalyst facilitates the given reaction. (1) Reactant: Cl[C:2]1[N:7]=[N:6][CH:5]=[C:4]([C:8]2[CH:13]=[CH:12][N:11]=[C:10]([NH:14][C:15]3[N:19]([CH3:20])[N:18]=[CH:17][CH:16]=3)[N:9]=2)[CH:3]=1.[Cl:21][C:22]1[CH:27]=[CH:26][C:25]([CH:28]([O:34][CH3:35])[CH2:29][C:30]([NH:32][NH2:33])=O)=[CH:24][CH:23]=1.CS(O)(=O)=O. Product: [Cl:21][C:22]1[CH:23]=[CH:24][C:25]([CH:28]([O:34][CH3:35])[CH2:29][C:30]2[N:7]3[N:6]=[CH:5][C:4]([C:8]4[CH:13]=[CH:12][N:11]=[C:10]([NH:14][C:15]5[N:19]([CH3:20])[N:18]=[CH:17][CH:16]=5)[N:9]=4)=[CH:3][C:2]3=[N:33][N:32]=2)=[CH:26][CH:27]=1. The catalyst class is: 41. (2) Reactant: [CH2:1]([O:8][C:9]1[CH2:18][CH2:17][C:16]2[CH:15]=[C:14]([C@H:19]3[CH2:28][CH2:27][C@@:21]4([NH:25][C:24](=[O:26])[O:23][CH2:22]4)[CH2:20]3)[CH:13]=[CH:12][C:11]=2[CH:10]=1)[CH2:2][CH2:3][CH2:4][CH2:5]CC. Product: [CH2:1]([O:8][CH:9]1[CH2:18][CH2:17][C:16]2[CH:15]=[C:14]([C@H:19]3[CH2:28][CH2:27][C@@:21]4([NH:25][C:24](=[O:26])[O:23][CH2:22]4)[CH2:20]3)[CH:13]=[CH:12][C:11]=2[CH2:10]1)[CH2:2][CH2:3][CH2:4][CH3:5]. The catalyst class is: 105. (3) Reactant: [CH3:1][C:2]1[CH:11]=[CH:10][C:5]([C:6]([O:8]C)=[O:7])=[CH:4][C:3]=1[C:12]#[C:13][C:14]1[CH:19]=[CH:18][CH:17]=[CH:16][N:15]=1.O.[OH-].[Li+]. Product: [CH3:1][C:2]1[CH:11]=[CH:10][C:5]([C:6]([OH:8])=[O:7])=[CH:4][C:3]=1[C:12]#[C:13][C:14]1[CH:19]=[CH:18][CH:17]=[CH:16][N:15]=1. The catalyst class is: 87. (4) Reactant: Cl[C:2]1[N:7]=[CH:6][C:5]2[C:8]([N:14]3[CH2:18][CH2:17][CH2:16][CH2:15]3)=[N:9][N:10]([CH:11]([CH3:13])[CH3:12])[C:4]=2[CH:3]=1.[NH2:19][C:20]1[CH:25]=[CH:24][N:23]=[C:22]([N:26]2[CH2:31][CH2:30][CH:29]([OH:32])[C:28](C)(C)[CH2:27]2)[N:21]=1.[CH3:35]C(C)([O-])C.[Na+]. Product: [CH:11]([N:10]1[C:4]2[CH:3]=[C:2]([NH:19][C:20]3[CH:25]=[CH:24][N:23]=[C:22]([N:26]4[CH2:31][CH2:30][CH:29]([O:32][CH3:35])[CH2:28][CH2:27]4)[N:21]=3)[N:7]=[CH:6][C:5]=2[C:8]([N:14]2[CH2:18][CH2:17][CH2:16][CH2:15]2)=[N:9]1)([CH3:13])[CH3:12]. The catalyst class is: 107. (5) Reactant: Br[C:2]1[CH:11]=[C:10]2[C:5]([N:6]=[CH:7][CH:8]=[N:9]2)=[C:4]([C:12]([NH:14][CH2:15][C:16]([O:18][CH2:19][CH3:20])=[O:17])=[O:13])[C:3]=1[OH:21].C([Sn](CCCC)(CCCC)[C:27]1[S:28][CH:29]=[CH:30][CH:31]=1)CCC. Product: [OH:21][C:3]1[C:4]([C:12]([NH:14][CH2:15][C:16]([O:18][CH2:19][CH3:20])=[O:17])=[O:13])=[C:5]2[C:10](=[CH:11][C:2]=1[C:27]1[S:28][CH:29]=[CH:30][CH:31]=1)[N:9]=[CH:8][CH:7]=[N:6]2. The catalyst class is: 77. (6) Reactant: [CH2:1]([O:3][C:4]([C:6]1[NH:7][C:8]2[C:13]([CH:14]=1)=[C:12]([O:15][C:16]1[CH:21]=[C:20]([F:22])[CH:19]=[C:18](F)[C:17]=1[N+:24]([O-])=O)[CH:11]=[CH:10][CH:9]=2)=[O:5])[CH3:2]. Product: [CH2:1]([O:3][C:4]([C:6]1[NH:7][C:8]2[C:13]([CH:14]=1)=[C:12]([O:15][C:16]1[CH:21]=[C:20]([F:22])[CH:19]=[CH:18][C:17]=1[NH2:24])[CH:11]=[CH:10][CH:9]=2)=[O:5])[CH3:2]. The catalyst class is: 78. (7) Reactant: [CH2:1]([C@@:4]1([CH3:35])[CH2:9][C@H:8]([C:10]2[CH:15]=[CH:14][CH:13]=[C:12]([Cl:16])[CH:11]=2)[C@@H:7]([C:17]2[CH:22]=[CH:21][C:20]([Cl:23])=[CH:19][CH:18]=2)[N:6]([C@@H:24]([CH2:32][CH3:33])[CH2:25][NH:26][CH2:27][C:28]([OH:31])([CH3:30])[CH3:29])[C:5]1=[O:34])[CH:2]=[CH2:3].[C:36](N1C=CN=C1)(N1C=CN=C1)=[O:37]. Product: [CH2:1]([C@@:4]1([CH3:35])[CH2:9][C@H:8]([C:10]2[CH:15]=[CH:14][CH:13]=[C:12]([Cl:16])[CH:11]=2)[C@@H:7]([C:17]2[CH:18]=[CH:19][C:20]([Cl:23])=[CH:21][CH:22]=2)[N:6]([C@@H:24]([CH2:32][CH3:33])[CH2:25][N:26]2[CH2:27][C:28]([CH3:29])([CH3:30])[O:31][C:36]2=[O:37])[C:5]1=[O:34])[CH:2]=[CH2:3]. The catalyst class is: 12. (8) Reactant: F[C:2]1[CH:3]=[N:4][CH:5]=[CH:6][C:7]=1[C:8]1[N:13]=[C:12]([N:14]2[CH2:19][CH2:18][O:17][CH2:16][CH2:15]2)[N:11]([CH3:20])[C:10](=[O:21])[CH:9]=1.[CH3:22][O-:23].[Na+]. Product: [CH3:22][O:23][C:2]1[CH:3]=[N:4][CH:5]=[CH:6][C:7]=1[C:8]1[N:13]=[C:12]([N:14]2[CH2:19][CH2:18][O:17][CH2:16][CH2:15]2)[N:11]([CH3:20])[C:10](=[O:21])[CH:9]=1. The catalyst class is: 7.